From a dataset of Reaction yield outcomes from USPTO patents with 853,638 reactions. Predict the reaction yield, written as a fraction of the theoretical maximum amount of product (1.0 means a 100% yield; for example, 0.34 means a 34% yield). The reactants are [F:1][CH:2]([F:44])[C:3]1[N:7]([C:8]2[N:13]=[C:12]([N:14]3[CH2:19][CH2:18][O:17][CH2:16][CH2:15]3)[N:11]=[C:10]([N:20]([CH3:34])[CH:21]3[CH2:26][CH2:25][N:24]([C:27]([O:29][C:30]([CH3:33])([CH3:32])[CH3:31])=[O:28])[CH2:23][CH2:22]3)[N:9]=2)[C:6]2[CH:35]=[CH:36][CH:37]=[C:38]([O:39][CH2:40][CH2:41][CH2:42]O)[C:5]=2[N:4]=1.C[CH2:46][N:47](CC)[CH2:48]C.CS(Cl)(=O)=O.CNC. The catalyst is C1COCC1.O. The product is [F:44][CH:2]([F:1])[C:3]1[N:7]([C:8]2[N:13]=[C:12]([N:14]3[CH2:15][CH2:16][O:17][CH2:18][CH2:19]3)[N:11]=[C:10]([N:20]([CH3:34])[CH:21]3[CH2:26][CH2:25][N:24]([C:27]([O:29][C:30]([CH3:31])([CH3:33])[CH3:32])=[O:28])[CH2:23][CH2:22]3)[N:9]=2)[C:6]2[CH:35]=[CH:36][CH:37]=[C:38]([O:39][CH2:40][CH2:41][CH2:42][N:47]([CH3:48])[CH3:46])[C:5]=2[N:4]=1. The yield is 1.00.